This data is from Forward reaction prediction with 1.9M reactions from USPTO patents (1976-2016). The task is: Predict the product of the given reaction. (1) Given the reactants Br[C:2]1[CH:3]=[N:4][CH:5]=[CH:6][CH:7]=1.[Li]CCCC.[CH2:13]([N:20]1[CH2:24][CH2:23][C:22]2([CH2:29][CH2:28][C:27](=[O:30])[CH2:26][CH2:25]2)[CH2:21]1)[C:14]1[CH:19]=[CH:18][CH:17]=[CH:16][CH:15]=1, predict the reaction product. The product is: [CH2:13]([N:20]1[CH2:24][CH2:23][C:22]2([CH2:29][CH2:28][C:27]([C:2]3[CH:3]=[N:4][CH:5]=[CH:6][CH:7]=3)([OH:30])[CH2:26][CH2:25]2)[CH2:21]1)[C:14]1[CH:15]=[CH:16][CH:17]=[CH:18][CH:19]=1. (2) Given the reactants [CH3:1][C:2]1[C:3]([C:7]2[CH:16]=[CH:15][C:10]([C:11]([O:13]C)=[O:12])=[CH:9][C:8]=2[C:17]([F:20])([F:19])[F:18])=[CH:4][S:5][CH:6]=1.[OH-].[Na+], predict the reaction product. The product is: [CH3:1][C:2]1[C:3]([C:7]2[CH:16]=[CH:15][C:10]([C:11]([OH:13])=[O:12])=[CH:9][C:8]=2[C:17]([F:20])([F:18])[F:19])=[CH:4][S:5][CH:6]=1. (3) Given the reactants [Na].C(O)(=O)C.[C:6](#[N:8])C.[CH2:9]([N:13]1[C:17]([C:18]([O:20][CH3:21])=[O:19])=[C:16]([CH:22]=[O:23])[N:15]=[C:14]1[N:24]1[CH2:29][CH2:28][N:27]([C:30]([O:32][C:33]([CH3:36])([CH3:35])[CH3:34])=[O:31])[CH2:26][CH2:25]1)[C:10]#[C:11][CH3:12], predict the reaction product. The product is: [CH2:9]([N:13]1[C:17]([C:18]([O:20][CH3:21])=[O:19])=[C:16]([CH:22]([C:6]#[N:8])[OH:23])[N:15]=[C:14]1[N:24]1[CH2:29][CH2:28][N:27]([C:30]([O:32][C:33]([CH3:36])([CH3:35])[CH3:34])=[O:31])[CH2:26][CH2:25]1)[C:10]#[C:11][CH3:12]. (4) Given the reactants [CH3:1][O:2][CH:3]1[CH2:10][CH:9]2[CH:5]([CH2:6][CH:7]([NH2:11])[CH2:8]2)[CH2:4]1.Cl[CH2:13][C:14]([N:16]1[CH2:20][CH2:19][CH2:18][CH:17]1[C:21]#[N:22])=[O:15].C(=O)([O-])[O-].[K+].[K+].[I-].[K+].[OH-].[Na+], predict the reaction product. The product is: [CH3:1][O:2][CH:3]1[CH2:10][CH:9]2[CH:5]([CH2:6][CH:7]([NH:11][CH2:13][C:14]([N:16]3[CH2:20][CH2:19][CH2:18][CH:17]3[C:21]#[N:22])=[O:15])[CH2:8]2)[CH2:4]1. (5) Given the reactants [CH2:1]([O:3][C:4](=[O:14])/[C:5](/Br)=[CH:6]/[CH:7]1[CH2:12][CH2:11][CH2:10][CH2:9][CH2:8]1)[CH3:2].[CH3:15][S:16][C:17]1[CH:22]=[CH:21][C:20](B(O)O)=[CH:19][CH:18]=1.C(O)C.C(=O)([O-])[O-].[Na+].[Na+], predict the reaction product. The product is: [CH2:1]([O:3][C:4](=[O:14])/[C:5](/[C:20]1[CH:21]=[CH:22][C:17]([S:16][CH3:15])=[CH:18][CH:19]=1)=[CH:6]/[CH:7]1[CH2:12][CH2:11][CH2:10][CH2:9][CH2:8]1)[CH3:2]. (6) Given the reactants [CH:1]1([C:6]([OH:8])=O)[CH2:5][CH2:4][CH2:3][CH2:2]1.[F:9][C:10]1[CH:15]=[CH:14][C:13]([N:16]2[C:24]3[C:19](=[CH:20][C:21]([O:25][C@H:26]([C:30]4[CH:35]=[CH:34][CH:33]=[C:32]([O:36][CH3:37])[CH:31]=4)[C@@H:27]([NH2:29])[CH3:28])=[CH:22][CH:23]=3)[CH:18]=[N:17]2)=[CH:12][CH:11]=1, predict the reaction product. The product is: [F:9][C:10]1[CH:11]=[CH:12][C:13]([N:16]2[C:24]3[C:19](=[CH:20][C:21]([O:25][C@H:26]([C:30]4[CH:35]=[CH:34][CH:33]=[C:32]([O:36][CH3:37])[CH:31]=4)[C@@H:27]([NH:29][C:6]([CH:1]4[CH2:2][CH2:3][CH2:4][CH2:5]4)=[O:8])[CH3:28])=[CH:22][CH:23]=3)[CH:18]=[N:17]2)=[CH:14][CH:15]=1.